Dataset: Full USPTO retrosynthesis dataset with 1.9M reactions from patents (1976-2016). Task: Predict the reactants needed to synthesize the given product. (1) Given the product [CH3:14][N:11]1[CH2:12][CH2:13][N:8]([C:6]2[CH:5]=[N:4][C:3]([N+:15]([O-:17])=[O:16])=[C:2]([N:22]3[CH2:23][CH2:24][CH:25]([CH3:26])[CH2:20][CH2:21]3)[N:7]=2)[CH2:9][CH2:10]1, predict the reactants needed to synthesize it. The reactants are: Cl[C:2]1[N:7]=[C:6]([N:8]2[CH2:13][CH2:12][N:11]([CH3:14])[CH2:10][CH2:9]2)[CH:5]=[N:4][C:3]=1[N+:15]([O-:17])=[O:16].CN1[CH2:24][CH2:23][NH:22][CH2:21][CH2:20]1.[CH3:25][CH2:26]OC(C)=O. (2) The reactants are: [Cl:1][C:2](=[C:5]([C:11](OCC)=O)[C:6]([O:8][CH2:9][CH3:10])=[O:7])[CH2:3][CH3:4].[CH2:16]([N:18]1[C:22]([NH2:23])=CC=[N:19]1)[CH3:17].[CH2:24](N(CC)CC)[CH3:25]. Given the product [Cl:1][C:2]1[C:5]([C:6]([O:8][CH2:9][CH3:10])=[O:7])=[C:11]([CH2:24][CH3:25])[N:23]=[C:22]2[N:18]([CH2:16][CH3:17])[N:19]=[CH:4][C:3]=12, predict the reactants needed to synthesize it. (3) Given the product [OH:8][CH2:9][CH2:10][O:11][C:12]1[C:17]([C:18]([N:20]2[CH2:25][CH2:24][CH:23]([N:26]3[CH2:30][CH2:29][CH2:28][CH2:27]3)[CH2:22][CH2:21]2)=[O:19])=[C:16]([CH3:31])[CH:15]=[C:14]([C:32]2[CH:37]=[CH:36][CH:35]=[C:34]([C:38]([F:39])([F:41])[F:40])[CH:33]=2)[N:13]=1, predict the reactants needed to synthesize it. The reactants are: C([O:8][CH2:9][CH2:10][O:11][C:12]1[C:17]([C:18]([N:20]2[CH2:25][CH2:24][CH:23]([N:26]3[CH2:30][CH2:29][CH2:28][CH2:27]3)[CH2:22][CH2:21]2)=[O:19])=[C:16]([CH3:31])[CH:15]=[C:14]([C:32]2[CH:37]=[CH:36][CH:35]=[C:34]([C:38]([F:41])([F:40])[F:39])[CH:33]=2)[N:13]=1)C1C=CC=CC=1.Cl.CO. (4) Given the product [OH:26][C:4]1[C:9]2[C:8](=[CH:13][CH:12]=[C:11]([O:14][CH2:15][CH2:16][CH2:17][N:18]3[CH2:19][CH2:20][O:21][CH2:22][CH2:23]3)[N:10]=2)[N:7]=[CH:6][C:5]=1[C:24]#[N:25], predict the reactants needed to synthesize it. The reactants are: C(O[C:4](=[O:26])[C:5]([C:24]#[N:25])=[CH:6][NH:7][C:8]1[CH:9]=[N:10][C:11]([O:14][CH2:15][CH2:16][CH2:17][N:18]2[CH2:23][CH2:22][O:21][CH2:20][CH2:19]2)=[CH:12][CH:13]=1)C. (5) Given the product [Cl:14][C:15]1[N:20]=[C:19]([C:7]2[C:12]([F:13])=[CH:11][CH:10]=[CH:9][N:8]=2)[C:18]([NH2:22])=[CH:17][CH:16]=1, predict the reactants needed to synthesize it. The reactants are: C([Mg]Cl)(C)C.Br[C:7]1[C:12]([F:13])=[CH:11][CH:10]=[CH:9][N:8]=1.[Cl:14][C:15]1[N:20]=[C:19](I)[C:18]([NH2:22])=[CH:17][CH:16]=1. (6) Given the product [Br:3][C:4]1[C:16](=[O:17])[N:15]([CH:19]([CH3:21])[CH3:20])[C:7]2[N:8]=[C:9]([S:13][CH3:14])[N:10]=[C:11]([CH3:12])[C:6]=2[CH:5]=1, predict the reactants needed to synthesize it. The reactants are: [H-].[Na+].[Br:3][C:4]1[C:16](=[O:17])[NH:15][C:7]2[N:8]=[C:9]([S:13][CH3:14])[N:10]=[C:11]([CH3:12])[C:6]=2[CH:5]=1.I[CH:19]([CH3:21])[CH3:20]. (7) Given the product [CH3:22][N:4]1[CH2:5][CH2:6][N:1]([C:7]2[N:12]=[C:11]([C:13]3[CH:17]=[CH:16][S:15][CH:14]=3)[N:10]=[CH:9][N:8]=2)[CH2:2][CH2:3]1, predict the reactants needed to synthesize it. The reactants are: [N:1]1([C:7]2[N:12]=[C:11]([C:13]3[CH:17]=[CH:16][S:15][CH:14]=3)[N:10]=[CH:9][N:8]=2)[CH2:6][CH2:5][NH:4][CH2:3][CH2:2]1.C=O.[BH-](OC(C)=O)(OC(C)=O)O[C:22](C)=O.[Na+]. (8) The reactants are: Cl.[Cl:2][C:3]1[C:4]([F:33])=[C:5]([NH:9][C:10]2[C:19]3[C:14](=[CH:15][C:16]([O:31][CH3:32])=[C:17]([CH2:20][N:21]([CH2:29][CH3:30])[C:22]4([C:26]([NH2:28])=[O:27])[CH2:25][NH:24][CH2:23]4)[CH:18]=3)[N:13]=[CH:12][N:11]=2)[CH:6]=[CH:7][CH:8]=1.[CH2:34]=O. Given the product [Cl:2][C:3]1[C:4]([F:33])=[C:5]([NH:9][C:10]2[C:19]3[C:14](=[CH:15][C:16]([O:31][CH3:32])=[C:17]([CH2:20][N:21]([CH2:29][CH3:30])[C:22]4([C:26]([NH2:28])=[O:27])[CH2:25][N:24]([CH3:34])[CH2:23]4)[CH:18]=3)[N:13]=[CH:12][N:11]=2)[CH:6]=[CH:7][CH:8]=1, predict the reactants needed to synthesize it. (9) Given the product [OH:34][CH2:33][CH:32]1[N:19]([CH3:18])[CH2:20][C:21]2[C:29]3[CH:28]=[C:27]([CH3:30])[CH:26]=[CH:25][C:24]=3[N:23]([CH2:37][C:38]([C:41]3[CH:42]=[N:43][CH:44]=[CH:45][CH:46]=3)([OH:39])[CH3:40])[C:22]=2[CH2:31]1, predict the reactants needed to synthesize it. The reactants are: CN1CCC2NC3C=CC(C)=CC=3C=2C1CO.[CH3:18][N:19]1[CH:32]([CH2:33][OH:34])[CH2:31][C:22]2[NH:23][C:24]3[CH:25]=[CH:26][C:27]([CH3:30])=[CH:28][C:29]=3[C:21]=2[CH2:20]1.[H-].[Na+].[CH3:37][C:38]1([C:41]2[CH:42]=[N:43][CH:44]=[CH:45][CH:46]=2)[CH2:40][O:39]1.